Predict which catalyst facilitates the given reaction. From a dataset of Catalyst prediction with 721,799 reactions and 888 catalyst types from USPTO. (1) Reactant: [CH2:1]([O:8][C:9]1[CH:10]=[C:11]2[C:16](=[CH:17][C:18]=1[O:19][CH3:20])[N:15]=[CH:14][C:13]([C:21]([NH2:23])=[O:22])=[C:12]2Cl)[C:2]1[CH:7]=[CH:6][CH:5]=[CH:4][CH:3]=1.[NH2:25][C:26]1[C:27]([CH3:34])=[C:28]([CH:31]=[CH:32][CH:33]=1)[CH2:29][OH:30].C(O)(=O)C.[OH-].[Na+]. Product: [CH2:1]([O:8][C:9]1[CH:10]=[C:11]2[C:16](=[CH:17][C:18]=1[O:19][CH3:20])[N:15]=[CH:14][C:13]([C:21]([NH2:23])=[O:22])=[C:12]2[NH:25][C:26]1[CH:33]=[CH:32][CH:31]=[C:28]([CH2:29][OH:30])[C:27]=1[CH3:34])[C:2]1[CH:7]=[CH:6][CH:5]=[CH:4][CH:3]=1. The catalyst class is: 3. (2) Reactant: [NH2:1][C:2]1[CH:6]=[CH:5][S:4][C:3]=1[C:7]([O:9]C)=O.[NH2:11][C:12](N)=[O:13]. Product: [NH:1]1[C:2]2[CH:6]=[CH:5][S:4][C:3]=2[C:7](=[O:9])[NH:11][C:12]1=[O:13]. The catalyst class is: 74. (3) Reactant: [Br:1][C:2]1[CH:17]=[CH:16][C:5]([C:6]([NH:8][C:9]2[CH:14]=[CH:13][C:12]([Cl:15])=[CH:11][CH:10]=2)=O)=[CH:4][CH:3]=1.S(Cl)([Cl:20])=O.C1(C)C=CC=CC=1.BrC1C=CC(C2N(C3C=CC(Cl)=CC=3)C(=O)C3C=NN(C4C=CC=C(SC)C=4)C=3N=2)=CC=1. Product: [Br:1][C:2]1[CH:17]=[CH:16][C:5]([C:6]([Cl:20])=[N:8][C:9]2[CH:14]=[CH:13][C:12]([Cl:15])=[CH:11][CH:10]=2)=[CH:4][CH:3]=1. The catalyst class is: 22. (4) Reactant: [O:1]1[C:5]2[CH:6]=[CH:7][CH:8]=[CH:9][C:4]=2[CH:3]=[C:2]1[CH:10]=[N:11][S:12]([C:15]1[CH:25]=[CH:24][C:18]2[O:19][CH2:20][CH2:21][CH2:22][O:23][C:17]=2[CH:16]=1)(=[O:14])=[O:13].O1CCCC1.Br[Mg][C:33]1[CH:38]=[CH:37][CH:36]=[CH:35][C:34]=1[CH:39]([CH3:41])[CH3:40]. Product: [O:1]1[C:5]2[CH:6]=[CH:7][CH:8]=[CH:9][C:4]=2[CH:3]=[C:2]1[CH:10]([C:33]1[CH:38]=[CH:37][CH:36]=[CH:35][C:34]=1[CH:39]([CH3:41])[CH3:40])[NH:11][S:12]([C:15]1[CH:25]=[CH:24][C:18]2[O:19][CH2:20][CH2:21][CH2:22][O:23][C:17]=2[CH:16]=1)(=[O:13])=[O:14]. The catalyst class is: 5. (5) Reactant: Cl.[NH2:2][C@H:3]([CH:6]=[CH2:7])[CH2:4][OH:5].C(N(CC)CC)C.[C:15]([O:19][C:20](O[C:20]([O:19][C:15]([CH3:18])([CH3:17])[CH3:16])=[O:21])=[O:21])([CH3:18])([CH3:17])[CH3:16]. Product: [C:15]([O:19][C:20](=[O:21])[NH:2][C@@H:3]([CH2:4][OH:5])[CH:6]=[CH2:7])([CH3:18])([CH3:17])[CH3:16]. The catalyst class is: 8. (6) Reactant: [Br:1][CH2:2][C:3]([CH2:8][OH:9])([CH2:6][OH:7])[CH2:4][OH:5].[C:10]12(CS(O)(=O)=O)C(C)(C)C(C[CH2:16]1)C[C:11]2=O.C(N(CC)CC)C. Product: [Br:1][CH2:2][C:3]1([CH2:8][OH:9])[CH2:6][O:7][C:10]([CH3:16])([CH3:11])[O:5][CH2:4]1. The catalyst class is: 21. (7) Reactant: [CH3:1][O:2][C:3]1[C:4]2[C:13]([CH:14]=[CH:15][CH:16]=1)=[C:12]1[C:7]([CH:8]=[CH:9][CH:10]=[CH:11]1)=[N:6][C:5]=2[CH3:17].[BH4-].[Na+].FC(F)(F)C(O)=O.C1C=CC2C3C=CC=CC=3NCC=2C=1.C(N(CC)CC)C.[CH3:48][O:49][C:50]1[CH:55]=[CH:54][C:53]([S:56](Cl)(=[O:58])=[O:57])=[CH:52][C:51]=1[CH3:60]. Product: [CH:16]1[CH:15]=[CH:14][C:13]2[C:12]3[CH:11]=[CH:10][CH:9]=[CH:8][C:7]=3[NH:6][CH2:5][C:4]=2[CH:3]=1.[CH3:1][O:2][C:3]1[CH:16]=[CH:15][CH:14]=[C:13]2[C:4]=1[CH:5]([CH3:17])[N:6]([S:56]([C:53]1[CH:54]=[CH:55][C:50]([O:49][CH3:48])=[C:51]([CH3:60])[CH:52]=1)(=[O:58])=[O:57])[C:7]1[CH:8]=[CH:9][CH:10]=[CH:11][C:12]=12. The catalyst class is: 217.